From a dataset of Catalyst prediction with 721,799 reactions and 888 catalyst types from USPTO. Predict which catalyst facilitates the given reaction. (1) Reactant: [Br:1][C:2]1[CH:7]=[CH:6][C:5]([C:8]2[O:12][N:11]=[C:10]([CH3:13])[C:9]=2C(O)=O)=[CH:4][CH:3]=1.C([N:19]([CH2:22]C)CC)C.C1(P(N=[N+]=[N-])(C2C=CC=CC=2)=[O:31])C=CC=CC=1.[F:41][C:42]1[CH:50]=[CH:49][CH:48]=[CH:47][C:43]=1[CH:44]([OH:46])[CH3:45]. Product: [F:41][C:42]1[CH:50]=[CH:49][CH:48]=[CH:47][C:43]=1[CH:44]([O:46][C:22](=[O:31])[NH:19][C:9]1[C:10]([CH3:13])=[N:11][O:12][C:8]=1[C:5]1[CH:4]=[CH:3][C:2]([Br:1])=[CH:7][CH:6]=1)[CH3:45]. The catalyst class is: 11. (2) Reactant: [NH2:1][C:2]1[S:3][C:4]2[C:9]([N:10]=1)=[CH:8][CH:7]=[C:6]([O:11][C:12]1[CH:13]=[C:14]([NH:18][C:19]([C:21]3[N:25]([CH3:26])[N:24]=[C:23]([CH3:27])[CH:22]=3)=[O:20])[CH:15]=[CH:16][CH:17]=1)[N:5]=2.C(N(CC)CC)C.[CH:35]1([C:38](Cl)=[O:39])[CH2:37][CH2:36]1. Product: [CH:35]1([C:38]([NH:1][C:2]2[S:3][C:4]3[C:9]([N:10]=2)=[CH:8][CH:7]=[C:6]([O:11][C:12]2[CH:13]=[C:14]([NH:18][C:19]([C:21]4[N:25]([CH3:26])[N:24]=[C:23]([CH3:27])[CH:22]=4)=[O:20])[CH:15]=[CH:16][CH:17]=2)[N:5]=3)=[O:39])[CH2:37][CH2:36]1. The catalyst class is: 30.